From a dataset of Catalyst prediction with 721,799 reactions and 888 catalyst types from USPTO. Predict which catalyst facilitates the given reaction. (1) Reactant: O=C1C=CC(=O)[N:3]1[CH2:8][CH2:9][CH2:10][C:11]([OH:13])=[O:12].[NH2:14][CH2:15][C:16]([NH:18][CH2:19][C:20]([NH:22][CH2:23][C:24]([NH:26][CH2:27][CH2:28][C:29]([O:31][C:32]([CH3:35])([CH3:34])[CH3:33])=[O:30])=[O:25])=[O:21])=[O:17].Cl.CN(C)CCCN=C=NCC. Product: [CH2:9]([CH2:8][NH2:3])[CH2:10][C:11]([OH:13])=[O:12].[NH2:14][CH2:15][C:16]([NH:18][CH2:19][C:20]([NH:22][CH2:23][C:24]([NH:26][CH2:27][CH2:28][C:29]([O:31][C:32]([CH3:35])([CH3:34])[CH3:33])=[O:30])=[O:25])=[O:21])=[O:17]. The catalyst class is: 9. (2) Reactant: C(=O)([O-])[O-].[K+].[K+].[Cl-].[OH:8][NH3+:9].[C:10]([C:12]([NH:15][C:16](=[O:22])[O:17][C:18]([CH3:21])([CH3:20])[CH3:19])([CH3:14])[CH3:13])#[N:11]. The catalyst class is: 97. Product: [NH2:11]/[C:10](=[N:9]\[OH:8])/[C:12]([NH:15][C:16](=[O:22])[O:17][C:18]([CH3:21])([CH3:20])[CH3:19])([CH3:14])[CH3:13]. (3) Reactant: [C:1]1([C@H:7]([NH2:9])[CH3:8])[CH:6]=[CH:5][CH:4]=[CH:3][CH:2]=1.[NH2:10][C:11]1[N:20]=[CH:19][C:18]2[C:17](SC)=[N:16][CH:15]=[N:14][C:13]=2[CH:12]=1.O. Product: [NH2:10][C:11]1[N:20]=[CH:19][C:18]2[C:17]([NH:9][C@@H:7]([C:1]3[CH:6]=[CH:5][CH:4]=[CH:3][CH:2]=3)[CH3:8])=[N:16][CH:15]=[N:14][C:13]=2[CH:12]=1. The catalyst class is: 22. (4) Reactant: [Li]CCCC.CCCCCC.Br[C:13]1[CH:14]=[C:15]([CH:18]2[O:22][CH2:21][CH2:20][O:19]2)[S:16][CH:17]=1.[Br:23][C:24]1[CH:25]=[C:26]([CH:29]=[CH:30][CH:31]=1)[CH:27]=[O:28].C([O-])(O)=O.[Na+]. Product: [Br:23][C:24]1[CH:25]=[C:26]([CH:27]([C:13]2[CH:14]=[C:15]([CH:18]3[O:22][CH2:21][CH2:20][O:19]3)[S:16][CH:17]=2)[OH:28])[CH:29]=[CH:30][CH:31]=1. The catalyst class is: 1. (5) The catalyst class is: 266. Product: [NH:20]1[C:28]2[C:23](=[CH:24][CH:25]=[CH:26][CH:27]=2)[C:22](/[CH:29]=[CH:30]/[C:31]2[CH:36]=[CH:35][CH:34]=[CH:33][C:32]=2[NH:37][C:7]([C:4]2[S:5][CH:6]=[C:2]([Br:1])[C:3]=2[CH3:10])=[O:9])=[N:21]1. Reactant: [Br:1][C:2]1[C:3]([CH3:10])=[C:4]([C:7]([OH:9])=O)[S:5][CH:6]=1.S(Cl)(Cl)=O.CN(C=O)C.[NH:20]1[C:28]2[C:23](=[CH:24][CH:25]=[CH:26][CH:27]=2)[C:22](/[CH:29]=[CH:30]/[C:31]2[CH:36]=[CH:35][CH:34]=[CH:33][C:32]=2[NH2:37])=[N:21]1.C(N(CC)CC)C. (6) Reactant: [C:1]([C:5]1[CH:10]=[CH:9][C:8]([C:11]2[O:15][C:14]([C:16]3[CH:24]=[CH:23][C:19]([C:20]([OH:22])=[O:21])=[CH:18][C:17]=3[N+:25]([O-])=O)=[N:13][N:12]=2)=[CH:7][CH:6]=1)([CH3:4])([CH3:3])[CH3:2]. Product: [NH2:25][C:17]1[CH:18]=[C:19]([CH:23]=[CH:24][C:16]=1[C:14]1[O:15][C:11]([C:8]2[CH:7]=[CH:6][C:5]([C:1]([CH3:4])([CH3:3])[CH3:2])=[CH:10][CH:9]=2)=[N:12][N:13]=1)[C:20]([OH:22])=[O:21]. The catalyst class is: 304.